From a dataset of Full USPTO retrosynthesis dataset with 1.9M reactions from patents (1976-2016). Predict the reactants needed to synthesize the given product. (1) Given the product [CH3:1][O:2][C:3]1[CH:13]=[CH:12][C:6]2[N:7]=[C:8]([N:10]3[C:23](=[O:24])[CH:22]=[C:14]([C:15]4[CH:20]=[CH:19][CH:18]=[CH:17][CH:16]=4)[NH:11]3)[S:9][C:5]=2[CH:4]=1, predict the reactants needed to synthesize it. The reactants are: [CH3:1][O:2][C:3]1[CH:13]=[CH:12][C:6]2[N:7]=[C:8]([NH:10][NH2:11])[S:9][C:5]=2[CH:4]=1.[C:14]([CH2:22][C:23](OCC)=[O:24])(=O)[C:15]1[CH:20]=[CH:19][CH:18]=[CH:17][CH:16]=1. (2) Given the product [CH:1]([OH:4])=[O:3].[OH:5][C@H:6]([C:33]1[CH:38]=[CH:37][C:36]([OH:39])=[C:35]([CH2:40][OH:41])[CH:34]=1)[CH2:7][NH:8][CH2:9][CH2:10][CH2:11][CH2:12][CH2:13][CH2:14][O:15][CH2:16][CH2:17][CH2:18][CH2:19][C:20]1[CH:21]=[C:22]([NH:26][C:27]([NH:28][CH2:29][C:30]([NH2:42])=[O:31])=[O:32])[CH:23]=[CH:24][CH:25]=1, predict the reactants needed to synthesize it. The reactants are: [C:1]([OH:4])(=[O:3])C.[OH:5][C@H:6]([C:33]1[CH:38]=[CH:37][C:36]([OH:39])=[C:35]([CH2:40][OH:41])[CH:34]=1)[CH2:7][NH:8][CH2:9][CH2:10][CH2:11][CH2:12][CH2:13][CH2:14][O:15][CH2:16][CH2:17][CH2:18][CH2:19][C:20]1[CH:21]=[C:22]([N:26]2[C:30](=[O:31])[CH2:29][NH:28][C:27]2=[O:32])[CH:23]=[CH:24][CH:25]=1.[NH3:42]. (3) Given the product [F:1][C:2]1[CH:10]=[CH:9][C:5]([C:6]([O:8][CH3:16])=[O:7])=[CH:4][C:3]=1[CH3:11], predict the reactants needed to synthesize it. The reactants are: [F:1][C:2]1[CH:10]=[CH:9][C:5]([C:6]([OH:8])=[O:7])=[CH:4][C:3]=1[CH3:11].S(Cl)(Cl)=O.[CH3:16]O. (4) The reactants are: C[O:2][C:3]1[CH:10]=[CH:9][C:6]([CH:7]=[O:8])=[C:5]([CH3:11])[C:4]=1[CH3:12].B(Br)(Br)Br. Given the product [OH:2][C:3]1[CH:10]=[CH:9][C:6]([CH:7]=[O:8])=[C:5]([CH3:11])[C:4]=1[CH3:12], predict the reactants needed to synthesize it. (5) Given the product [Cl:1][C:2]1[CH:3]=[CH:4][C:5]2[N:11]3[CH:12]=[CH:13][CH:14]=[C:10]3[C@@H:9]([CH2:15][C:16]([N:18]3[CH2:23][CH2:22][CH:21]([CH2:24][C:25]([OH:27])=[O:26])[CH2:20][CH2:19]3)=[O:17])[O:8][C@H:7]([C:30]3[CH:35]=[CH:34][CH:33]=[C:32]([O:36][CH3:37])[C:31]=3[O:38][CH3:39])[C:6]=2[CH:40]=1, predict the reactants needed to synthesize it. The reactants are: [Cl:1][C:2]1[CH:3]=[CH:4][C:5]2[N:11]3[CH:12]=[CH:13][CH:14]=[C:10]3[C@@H:9]([CH2:15][C:16]([N:18]3[CH2:23][CH2:22][CH:21]([CH2:24][C:25]([O:27]CC)=[O:26])[CH2:20][CH2:19]3)=[O:17])[O:8][C@H:7]([C:30]3[CH:35]=[CH:34][CH:33]=[C:32]([O:36][CH3:37])[C:31]=3[O:38][CH3:39])[C:6]=2[CH:40]=1.C(=O)([O-])[O-].[K+].[K+].C(O)(=O)C. (6) Given the product [Br:1][C:2]1[CH:9]=[C:6]([CH:7]=[O:8])[C:5]([C:12]2[CH:13]=[CH:14][CH:15]=[CH:16][C:11]=2[CH3:20])=[CH:4][CH:3]=1, predict the reactants needed to synthesize it. The reactants are: [Br:1][C:2]1[CH:3]=[CH:4][C:5](I)=[C:6]([CH:9]=1)[CH:7]=[O:8].[C:11]1([CH3:20])[CH:16]=[CH:15][CH:14]=[CH:13][C:12]=1B(O)O.[F-].[Cs+].O. (7) The reactants are: C[O:2][C:3](=[O:37])[CH2:4][CH2:5][C:6]1[CH:11]=[CH:10][C:9]([O:12][CH2:13][CH2:14][CH:15]([O:17][C:18]2[CH:23]=[CH:22][C:21]([CH2:24][CH2:25][CH2:26][CH3:27])=[CH:20][C:19]=2[C:28](=[O:35])[C:29]2[CH:34]=[CH:33][CH:32]=[CH:31][CH:30]=2)[CH3:16])=[CH:8][C:7]=1[CH3:36].[OH-].[Na+].Cl. Given the product [C:28]([C:19]1[CH:20]=[C:21]([CH2:24][CH2:25][CH2:26][CH3:27])[CH:22]=[CH:23][C:18]=1[O:17][CH:15]([CH3:16])[CH2:14][CH2:13][O:12][C:9]1[CH:10]=[CH:11][C:6]([CH2:5][CH2:4][C:3]([OH:37])=[O:2])=[C:7]([CH3:36])[CH:8]=1)(=[O:35])[C:29]1[CH:30]=[CH:31][CH:32]=[CH:33][CH:34]=1, predict the reactants needed to synthesize it.